Dataset: Full USPTO retrosynthesis dataset with 1.9M reactions from patents (1976-2016). Task: Predict the reactants needed to synthesize the given product. (1) The reactants are: C[O:2][C:3]1[CH:4]=[C:5]2[C:10](=[CH:11][CH:12]=1)[N:9]=[C:8]([Cl:13])[CH:7]=[N:6]2.[Cl-].[Al+3].[Cl-].[Cl-]. Given the product [Cl:13][C:8]1[CH:7]=[N:6][C:5]2[C:10](=[CH:11][CH:12]=[C:3]([OH:2])[CH:4]=2)[N:9]=1, predict the reactants needed to synthesize it. (2) Given the product [CH3:10][C:11]1[C:15]([CH2:1][NH:2][C:3]2([C:8]#[N:9])[CH2:7][CH2:6][CH2:5][CH2:4]2)=[C:14]([CH3:18])[O:13][N:12]=1, predict the reactants needed to synthesize it. The reactants are: [CH3:1][NH:2][C:3]1([C:8]#[N:9])[CH2:7][CH2:6][CH2:5][CH2:4]1.[CH3:10][C:11]1[C:15](CN)=[C:14]([CH3:18])[O:13][N:12]=1. (3) Given the product [I:1][C:2]1[CH:3]=[C:4]2[C:9](=[CH:10][CH:11]=1)[C:8](=[O:12])[NH:7][C:6](=[O:13])/[C:5]/2=[CH:14]\[NH:15][C:16]1[CH:17]=[CH:18][C:19]([N:22]2[CH2:23][CH2:24][N:25]([CH:45]([CH3:46])[CH2:44][O:43][CH3:42])[CH2:26][CH2:27]2)=[CH:20][CH:21]=1, predict the reactants needed to synthesize it. The reactants are: [I:1][C:2]1[CH:3]=[C:4]2[C:9](=[CH:10][CH:11]=1)[C:8](=[O:12])[NH:7][C:6](=[O:13])/[C:5]/2=[CH:14]\[NH:15][C:16]1[CH:21]=[CH:20][C:19]([N:22]2[CH2:27][CH2:26][NH:25][CH2:24][CH2:23]2)=[CH:18][CH:17]=1.C(O[BH-](OC(=O)C)OC(=O)C)(=O)C.[Na+].[CH3:42][O:43][CH2:44][C:45](=O)[CH3:46].C(O)(=O)C.C(=O)(O)[O-].[Na+]. (4) The reactants are: [CH:1]1[C:13]2[CH:12]([CH2:14][O:15]C(Cl)=O)[C:11]3[C:6](=[CH:7][CH:8]=[CH:9][CH:10]=3)[C:5]=2[CH:4]=[CH:3][CH:2]=1.[NH2:19][C@H:20]1[CH2:43][CH2:42][C@@:41]2([CH3:44])[C@H:22]([CH2:23][C@@H:24]([OH:47])[C@@H:25]3[C@@H:40]2[CH2:39][C@H:38]([OH:45])[C@@:37]2([CH3:46])[C@H:26]3[CH2:27][CH2:28][C@@H:29]2[C@H:30]([CH3:36])[CH2:31][CH2:32][C:33]([OH:35])=[O:34])[CH2:21]1.O. Given the product [CH:1]1[C:13]2[CH:12]([CH2:14][O:15][NH:19][C@H:20]3[CH2:43][CH2:42][C@@:41]4([CH3:44])[C@H:22]([CH2:23][C@@H:24]([OH:47])[C@@H:25]5[C@@H:40]4[CH2:39][C@H:38]([OH:45])[C@@:37]4([CH3:46])[C@H:26]5[CH2:27][CH2:28][C@@H:29]4[C@H:30]([CH3:36])[CH2:31][CH2:32][C:33]([OH:35])=[O:34])[CH2:21]3)[C:11]3[C:6](=[CH:7][CH:8]=[CH:9][CH:10]=3)[C:5]=2[CH:4]=[CH:3][CH:2]=1, predict the reactants needed to synthesize it. (5) Given the product [F:1][C:2]([F:15])([F:14])[S:3]([O:6][C:20]1[CH:21]=[CH:22][C:17]([Br:16])=[CH:18][C:19]=1[CH:24]([CH3:26])[CH3:25])(=[O:5])=[O:4], predict the reactants needed to synthesize it. The reactants are: [F:1][C:2]([F:15])([F:14])[S:3]([O:6]S(C(F)(F)F)(=O)=O)(=[O:5])=[O:4].[Br:16][C:17]1[CH:22]=[CH:21][C:20](O)=[C:19]([CH:24]([CH3:26])[CH3:25])[CH:18]=1.N1C=CC=CC=1.Cl. (6) Given the product [NH:4]1[C:5](=[O:6])[NH:7][C:9](=[O:10])[NH:1][C:2]1=[O:3].[NH3:8], predict the reactants needed to synthesize it. The reactants are: [NH2:1][C:2]([NH:4][C:5]([NH2:7])=[O:6])=[O:3].[NH:8]=[C:9]=[O:10].